From a dataset of Full USPTO retrosynthesis dataset with 1.9M reactions from patents (1976-2016). Predict the reactants needed to synthesize the given product. (1) The reactants are: [Cl:1][C:2]1[C:3]2[C:8]([N:9]=[C:10]3[C:15]=1[CH:14]=[C:13](I)[CH:12]=[C:11]3[C:17]([NH:19][CH2:20][CH2:21][N:22]([CH2:25][CH3:26])[CH2:23][CH3:24])=[O:18])=[CH:7][CH:6]=[CH:5][CH:4]=2.[I:27]C1C=C2C(NC3C(C(O)=O)=CC=CC=3C2=O)=CC=1. Given the product [Cl:1][C:2]1[C:3]2[C:8]([N:9]=[C:10]3[C:15]=1[CH:14]=[CH:13][CH:12]=[C:11]3[C:17]([NH:19][CH2:20][CH2:21][N:22]([CH2:25][CH3:26])[CH2:23][CH3:24])=[O:18])=[CH:7][CH:6]=[C:5]([I:27])[CH:4]=2, predict the reactants needed to synthesize it. (2) Given the product [C:1]([C:9]1[N:10]2[C:14](=[CH:15][CH:16]=1)[CH:13]([C:17]([O:30][CH2:29][CH2:28][C:25]1[CH:26]=[CH:27][C:22]([N:21]([CH3:20])[CH3:31])=[CH:23][CH:24]=1)=[O:18])[CH2:12][CH2:11]2)(=[O:8])[C:2]1[CH:3]=[CH:4][CH:5]=[CH:6][CH:7]=1, predict the reactants needed to synthesize it. The reactants are: [C:1]([C:9]1[N:10]2[C:14](=[CH:15][CH:16]=1)[CH:13]([C:17](Cl)=[O:18])[CH2:12][CH2:11]2)(=[O:8])[C:2]1[CH:7]=[CH:6][CH:5]=[CH:4][CH:3]=1.[CH3:20][N:21]([CH3:31])[C:22]1[CH:27]=[CH:26][C:25]([CH2:28][CH2:29][OH:30])=[CH:24][CH:23]=1. (3) Given the product [F:19][C:20]1[CH:28]=[CH:27][C:23]([C:24]([CH:6]([C:5](=[O:4])[CH2:12][C:13]2[CH:14]=[CH:15][CH:16]=[CH:17][CH:18]=2)[C:7]([O:9][CH2:10][CH3:11])=[O:8])=[O:25])=[CH:22][CH:21]=1, predict the reactants needed to synthesize it. The reactants are: [Cl-].[Mg+2].[Cl-].[O:4]=[C:5]([CH2:12][C:13]1[CH:18]=[CH:17][CH:16]=[CH:15][CH:14]=1)[CH2:6][C:7]([O:9][CH2:10][CH3:11])=[O:8].[F:19][C:20]1[CH:28]=[CH:27][C:23]([C:24](Cl)=[O:25])=[CH:22][CH:21]=1.Cl. (4) Given the product [CH2:6]([O:13][C:14]1[CH:19]=[CH:18][C:17]([CH2:20][CH:21]([O:27][S:2]([CH3:1])(=[O:4])=[O:3])[C:22]([O:24][CH2:25][CH3:26])=[O:23])=[CH:16][CH:15]=1)[C:7]1[CH:12]=[CH:11][CH:10]=[CH:9][CH:8]=1, predict the reactants needed to synthesize it. The reactants are: [CH3:1][S:2](Cl)(=[O:4])=[O:3].[CH2:6]([O:13][C:14]1[CH:19]=[CH:18][C:17]([CH2:20][CH:21]([OH:27])[C:22]([O:24][CH2:25][CH3:26])=[O:23])=[CH:16][CH:15]=1)[C:7]1[CH:12]=[CH:11][CH:10]=[CH:9][CH:8]=1.C(N(CC)CC)C. (5) Given the product [C:10]([O:9][C:7]([N:5]1[CH2:6][C@@H:2]([CH3:1])[CH2:3][C@H:4]1[C:14]1[NH:18][C:17]2[CH:19]=[C:20]([C:23]3[S:27][C:26]4[CH:28]=[C:29]([C:41]5[CH:62]=[CH:61][C:44]6[N:45]=[C:46]([C@@H:48]7[CH2:52][C@H:51]([CH3:53])[CH2:50][N:49]7[C:54]([O:56][C:57]([CH3:59])([CH3:58])[CH3:60])=[O:55])[O:47][C:43]=6[CH:42]=5)[S:30][C:25]=4[CH:24]=3)[CH:21]=[CH:22][C:16]=2[N:15]=1)=[O:8])([CH3:13])([CH3:11])[CH3:12], predict the reactants needed to synthesize it. The reactants are: [CH3:1][C@@H:2]1[CH2:6][N:5]([C:7]([O:9][C:10]([CH3:13])([CH3:12])[CH3:11])=[O:8])[C@H:4]([C:14]2[NH:18][C:17]3[CH:19]=[C:20]([C:23]4[S:27][C:26]5[CH:28]=[C:29](B6OC(C)(C)C(C)(C)O6)[S:30][C:25]=5[CH:24]=4)[CH:21]=[CH:22][C:16]=3[N:15]=2)[CH2:3]1.Br[C:41]1[CH:62]=[CH:61][C:44]2[N:45]=[C:46]([C@@H:48]3[CH2:52][C@H:51]([CH3:53])[CH2:50][N:49]3[C:54]([O:56][C:57]([CH3:60])([CH3:59])[CH3:58])=[O:55])[O:47][C:43]=2[CH:42]=1.C(=O)([O-])[O-].[K+].[K+].C1(P(C2CCCCC2)C2C=CC=CC=2C2C(OC)=C(S(O[Na])(=O)=O)C=CC=2OC)CCCCC1. (6) Given the product [CH:31]1([N:36]2[CH2:37][CH2:38][N:39]([CH2:2][CH:3]3[CH2:7][N:6]([C:8]4[CH:13]=[CH:12][C:11]([O:14][CH2:15][CH2:16][CH2:17][N:18]5[CH2:22][CH2:21][CH2:20][CH:19]5[CH3:23])=[CH:10][CH:9]=4)[C:5](=[O:24])[CH2:4]3)[CH2:40][CH2:41]2)[CH2:32][CH2:33][CH2:34][CH2:35]1, predict the reactants needed to synthesize it. The reactants are: Cl[CH2:2][CH:3]1[CH2:7][N:6]([C:8]2[CH:13]=[CH:12][C:11]([O:14][CH2:15][CH2:16][CH2:17][N:18]3[CH2:22][CH2:21][CH2:20][CH:19]3[CH3:23])=[CH:10][CH:9]=2)[C:5](=[O:24])[CH2:4]1.C(=O)([O-])[O-].[K+].[K+].[CH:31]1([N:36]2[CH2:41][CH2:40][NH:39][CH2:38][CH2:37]2)[CH2:35][CH2:34][CH2:33][CH2:32]1.[I-].[Na+].